Dataset: Full USPTO retrosynthesis dataset with 1.9M reactions from patents (1976-2016). Task: Predict the reactants needed to synthesize the given product. Given the product [CH3:33][C:12]1([CH3:11])[CH2:17][CH2:16][C:15]([C:18]2[N:23]=[C:22]([CH2:24][NH:25][C@H:26]([CH:29]([CH3:30])[CH3:31])[CH2:27][OH:28])[C:21]([F:32])=[CH:20][CH:19]=2)=[CH:14][CH2:13]1.[CH3:33][C:12]1([CH3:11])[CH2:13][CH2:14][CH:15]([C:18]2[N:23]=[C:22]([CH2:24][NH:25][C@H:26]([CH:29]([CH3:30])[CH3:31])[CH2:27][OH:28])[C:21]([F:32])=[CH:20][CH:19]=2)[CH2:16][CH2:17]1, predict the reactants needed to synthesize it. The reactants are: C12CC(CC1)C=C2B(O)O.[CH3:11][C:12]1([CH3:33])[CH2:17][CH2:16][C:15]([C:18]2[N:23]=[C:22]([CH2:24][NH:25][C@H:26]([CH:29]([CH3:31])[CH3:30])[CH2:27][OH:28])[C:21]([F:32])=[CH:20][CH:19]=2)=[CH:14][CH2:13]1.